Dataset: HIV replication inhibition screening data with 41,000+ compounds from the AIDS Antiviral Screen. Task: Binary Classification. Given a drug SMILES string, predict its activity (active/inactive) in a high-throughput screening assay against a specified biological target. (1) The compound is Cc1ccc2nc3c(Cl)cc(=O)cc-3sc2c1. The result is 0 (inactive). (2) The drug is COc1ccc(CC2NCCc3cc(OC)c(OC)cc32)cc1. The result is 0 (inactive). (3) The compound is Cc1cccc2c1c(=O)c1c(O)cc3c(c1n2C)C=CC(C)(C)O3. The result is 1 (active). (4) The molecule is CC(C(=O)NCCNC(=O)CCC(=O)N(C)O)C(=O)NCCNC(=O)CCC(=O)N(C)O. The result is 0 (inactive). (5) The molecule is O=C1CCCC(=O)NNC(=O)Nc2ccc(cc2)Cc2ccc(cc2)NC(=O)NN1. The result is 0 (inactive).